This data is from Catalyst prediction with 721,799 reactions and 888 catalyst types from USPTO. The task is: Predict which catalyst facilitates the given reaction. (1) Reactant: Cl[C:2]([C:9]1[C:10]([O:25][CH2:26][CH3:27])=[CH:11][C:12]([C:15]2[C:20]([CH2:21][CH3:22])=[CH:19][CH:18]=[CH:17][C:16]=2[CH2:23][CH3:24])=[N:13][CH:14]=1)([CH2:6][CH2:7][CH3:8])[CH2:3][CH2:4][CH3:5].[NH:28]1[CH2:33][CH2:32][O:31][CH2:30][CH2:29]1. Product: [CH2:23]([C:16]1[CH:17]=[CH:18][CH:19]=[C:20]([CH2:21][CH3:22])[C:15]=1[C:12]1[N:13]=[CH:14][C:9]([C:2]([N:28]2[CH2:33][CH2:32][O:31][CH2:30][CH2:29]2)([CH2:6][CH2:7][CH3:8])[CH2:3][CH2:4][CH3:5])=[C:10]([O:25][CH2:26][CH3:27])[CH:11]=1)[CH3:24]. The catalyst class is: 6. (2) Reactant: [NH2:1][CH2:2][CH2:3][NH:4][C:5]1[CH:10]=[CH:9][CH:8]=[CH:7][N:6]=1.Cl[C:12]1C=CC=[CH:14][N:13]=1.[CH2:18]([NH2:21])[CH2:19]N.N1[C:26]2[CH:27]=[CH:28][CH:29]=[C:30]([C:31]([NH2:33])=[NH2+])[C:25]=2N=N1.CCN(C(C)C)C(C)C.CC[O:45]CC. Product: [N:6]1[CH:7]=[CH:8][CH:9]=[CH:10][C:5]=1[NH:4][CH2:3][CH2:2][NH:1][C:12]1[N:21]=[C:18]([C:27]2[CH:26]=[CH:25][C:30]([C:31]([NH2:33])=[O:45])=[CH:29][CH:28]=2)[CH:19]=[CH:14][N:13]=1. The catalyst class is: 10. (3) Reactant: Br[C:2]1[CH:3]=[C:4]([NH:8][C:9](=[O:15])[O:10][C:11]([CH3:14])([CH3:13])[CH3:12])[CH:5]=[N:6][CH:7]=1.[Na+].[I-:17].CN(C)CCN. Product: [I:17][C:2]1[CH:3]=[C:4]([NH:8][C:9](=[O:15])[O:10][C:11]([CH3:14])([CH3:13])[CH3:12])[CH:5]=[N:6][CH:7]=1. The catalyst class is: 185. (4) Reactant: [CH3:1][O:2][C:3]1[CH:11]=[C:10]([O:12][CH3:13])[CH:9]=[CH:8][C:4]=1[C:5]([OH:7])=O.[CH3:14][O:15][C:16]1[CH:21]=[CH:20][C:19]([NH2:22])=[CH:18][CH:17]=1.C1CCC(N=C=NC2CCCCC2)CC1. Product: [CH3:1][O:2][C:3]1[CH:11]=[C:10]([O:12][CH3:13])[CH:9]=[CH:8][C:4]=1[C:5]([NH:22][C:19]1[CH:20]=[CH:21][C:16]([O:15][CH3:14])=[CH:17][CH:18]=1)=[O:7]. The catalyst class is: 241. (5) Reactant: [Cl:1][C:2]1[CH:7]=[C:6]([Cl:8])[C:5]([Cl:9])=[CH:4][C:3]=1[NH:10]N=C1CCCCC1=O.OS(O)(=O)=O.[C:24]([O-:27])(O)=O.[Na+]. Product: [Cl:9][C:5]1[C:6]([Cl:8])=[CH:7][C:2]([Cl:1])=[C:3]2[C:4]=1[C:2]1[CH2:3][CH2:4][CH2:5][C:24](=[O:27])[C:7]=1[NH:10]2. The catalyst class is: 23. (6) Reactant: [ClH:1].Cl.[CH:3]([C@H:16]1[N:21]2[CH2:22][CH2:23][CH2:24][C@H:20]2[CH2:19][N:18]([CH2:25][C:26]2[CH:31]=[C:30](Br)[CH:29]=[CH:28][C:27]=2[O:33][CH3:34])[CH2:17]1)([C:10]1[CH:15]=[CH:14][CH:13]=[CH:12][CH:11]=1)[C:4]1[CH:9]=[CH:8][CH:7]=[CH:6][CH:5]=1.C(=O)([O-])[O-].[K+].[K+].[CH3:41][N:42]1[CH:46]=[CH:45][N:44]=[CH:43]1.C1(P(C2C=CC=CC=2)C2C=CC=CC=2)C=CC=CC=1.C(=O)([O-])O.[Na+]. Product: [ClH:1].[ClH:1].[CH:3]([C@H:16]1[N:21]2[CH2:22][CH2:23][CH2:24][C@H:20]2[CH2:19][N:18]([CH2:25][C:26]2[CH:31]=[C:30]([C:46]3[N:42]([CH3:41])[CH:43]=[N:44][CH:45]=3)[CH:29]=[CH:28][C:27]=2[O:33][CH3:34])[CH2:17]1)([C:10]1[CH:15]=[CH:14][CH:13]=[CH:12][CH:11]=1)[C:4]1[CH:9]=[CH:8][CH:7]=[CH:6][CH:5]=1. The catalyst class is: 613.